From a dataset of Reaction yield outcomes from USPTO patents with 853,638 reactions. Predict the reaction yield, written as a fraction of the theoretical maximum amount of product (1.0 means a 100% yield; for example, 0.34 means a 34% yield). (1) The reactants are [NH:1]1[C:9]2[C:4](=[CH:5][CH:6]=[CH:7][CH:8]=2)[CH2:3][CH2:2]1.Cl[C:11]([O:13][CH3:14])=[O:12].C(N(CC)CC)C. The catalyst is CN(C1C=CN=CC=1)C.C(Cl)Cl. The product is [CH3:14][O:13][C:11]([N:1]1[C:9]2[C:4](=[CH:5][CH:6]=[CH:7][CH:8]=2)[CH2:3][CH2:2]1)=[O:12]. The yield is 0.990. (2) The reactants are [SH:1][CH2:2][CH:3]([CH2:5][OH:6])[OH:4].[CH3:7][CH2:8][CH2:9][C@H:10]([NH:17][C:18](/[C:20](/[C:29]#[N:30])=[CH:21]/[C:22]1[CH:27]=[CH:26][CH:25]=[C:24]([Br:28])[N:23]=1)=[O:19])[C:11]1[CH:16]=[CH:15][CH:14]=[CH:13][CH:12]=1.O.ClCCl. The catalyst is C(#N)C. The product is [Br:28][C:24]1[N:23]=[C:22]([CH:21]([S:1][CH2:2][CH:3]([OH:4])[CH2:5][OH:6])[CH:20]([C:29]#[N:30])[C:18]([NH:17][C@H:10]([C:11]2[CH:12]=[CH:13][CH:14]=[CH:15][CH:16]=2)[CH2:9][CH2:8][CH3:7])=[O:19])[CH:27]=[CH:26][CH:25]=1. The yield is 0.820.